Task: Regression. Given a peptide amino acid sequence and an MHC pseudo amino acid sequence, predict their binding affinity value. This is MHC class I binding data.. Dataset: Peptide-MHC class I binding affinity with 185,985 pairs from IEDB/IMGT (1) The MHC is HLA-A02:01 with pseudo-sequence HLA-A02:01. The binding affinity (normalized) is 0.562. The peptide sequence is TVMVKINPTL. (2) The peptide sequence is LFPELECFF. The MHC is HLA-B18:01 with pseudo-sequence HLA-B18:01. The binding affinity (normalized) is 0.0847. (3) The peptide sequence is YIFFASFYY. The MHC is HLA-A02:06 with pseudo-sequence HLA-A02:06. The binding affinity (normalized) is 0.174. (4) The peptide sequence is RFLLQLVGIL. The MHC is H-2-Kd with pseudo-sequence H-2-Kd. The binding affinity (normalized) is 0. (5) The peptide sequence is ARVAASLAK. The MHC is HLA-B57:01 with pseudo-sequence HLA-B57:01. The binding affinity (normalized) is 0.0847.